The task is: Predict the product of the given reaction.. This data is from Forward reaction prediction with 1.9M reactions from USPTO patents (1976-2016). (1) Given the reactants [NH2:1][C:2]1[N:7]=[C:6](S(C)(=O)=O)[C:5]([C:12]#[N:13])=[C:4]([C:14]2[CH:19]=[CH:18][CH:17]=[CH:16][CH:15]=2)[N:3]=1.[C:20]1([CH2:26][CH2:27][CH2:28][NH2:29])[CH:25]=[CH:24][CH:23]=[CH:22][CH:21]=1, predict the reaction product. The product is: [NH2:1][C:2]1[N:3]=[C:4]([C:14]2[CH:19]=[CH:18][CH:17]=[CH:16][CH:15]=2)[C:5]([C:12]#[N:13])=[C:6]([NH:29][CH2:28][CH2:27][CH2:26][C:20]2[CH:25]=[CH:24][CH:23]=[CH:22][CH:21]=2)[N:7]=1. (2) Given the reactants [C:1]1([C:7]2[N:11]([CH2:12][C:13]([OH:15])=O)[C:10]3[CH:16]=[CH:17][CH:18]=[CH:19][C:9]=3[N:8]=2)[CH:6]=[CH:5][CH:4]=[CH:3][CH:2]=1.[Cl:20][C:21]1[CH:22]=[C:23]([CH:25]=[C:26]([Cl:28])[CH:27]=1)[NH2:24].CN(C(ON1N=NC2C=CC=NC1=2)=[N+](C)C)C.F[P-](F)(F)(F)(F)F, predict the reaction product. The product is: [Cl:20][C:21]1[CH:22]=[C:23]([NH:24][C:13](=[O:15])[CH2:12][N:11]2[C:10]3[CH:16]=[CH:17][CH:18]=[CH:19][C:9]=3[N:8]=[C:7]2[C:1]2[CH:2]=[CH:3][CH:4]=[CH:5][CH:6]=2)[CH:25]=[C:26]([Cl:28])[CH:27]=1. (3) Given the reactants [OH:1][C:2]1[CH:7]=[C:6]([O:8][CH3:9])[CH:5]=[C:4]([CH3:10])[C:3]=1[C:11]([C:13]1[CH:18]=[CH:17][C:16]([O:19][CH2:20][C:21]2[N:22]=[C:23]([C:27]3[CH:32]=[CH:31][CH:30]=[CH:29][CH:28]=3)[O:24][C:25]=2[CH3:26])=[CH:15][CH:14]=1)=[O:12].O[C@@H:34]([CH3:39])[C:35]([O:37]C)=[O:36].C1(P(C2C=CC=CC=2)C2C=CC=CC=2)C=CC=CC=1.N(C(OCC)=O)=NC(OCC)=O, predict the reaction product. The product is: [CH3:9][O:8][C:6]1[CH:5]=[C:4]([CH3:10])[C:3]([C:11](=[O:12])[C:13]2[CH:18]=[CH:17][C:16]([O:19][CH2:20][C:21]3[N:22]=[C:23]([C:27]4[CH:28]=[CH:29][CH:30]=[CH:31][CH:32]=4)[O:24][C:25]=3[CH3:26])=[CH:15][CH:14]=2)=[C:2]([CH:7]=1)[O:1][C@H:34]([CH3:39])[C:35]([OH:37])=[O:36].